From a dataset of Peptide-MHC class I binding affinity with 185,985 pairs from IEDB/IMGT. Regression. Given a peptide amino acid sequence and an MHC pseudo amino acid sequence, predict their binding affinity value. This is MHC class I binding data. (1) The peptide sequence is MGLGKGWPL. The MHC is HLA-B08:01 with pseudo-sequence HLA-B08:01. The binding affinity (normalized) is 0.800. (2) The peptide sequence is DEGFHAATV. The MHC is HLA-A02:19 with pseudo-sequence HLA-A02:19. The binding affinity (normalized) is 0.0847.